Dataset: Forward reaction prediction with 1.9M reactions from USPTO patents (1976-2016). Task: Predict the product of the given reaction. Given the reactants Br[C:2]1[CH:7]=[CH:6][C:5]([O:8][CH2:9][C:10]2[CH:15]=[CH:14][CH:13]=[CH:12][CH:11]=2)=[CH:4][C:3]=1[C:16]([F:19])([F:18])[F:17].[Li]CCCC.CN(C)[CH:27]=[O:28], predict the reaction product. The product is: [CH2:9]([O:8][C:5]1[CH:6]=[CH:7][C:2]([CH:27]=[O:28])=[C:3]([C:16]([F:19])([F:18])[F:17])[CH:4]=1)[C:10]1[CH:15]=[CH:14][CH:13]=[CH:12][CH:11]=1.